From a dataset of Human liver microsome stability data. Regression/Classification. Given a drug SMILES string, predict its absorption, distribution, metabolism, or excretion properties. Task type varies by dataset: regression for continuous measurements (e.g., permeability, clearance, half-life) or binary classification for categorical outcomes (e.g., BBB penetration, CYP inhibition). Dataset: hlm. The result is 0 (unstable in human liver microsomes). The molecule is COc1cc2c(=O)n(C3CCN(C)CC3)c3c4cc[nH]c4ncc3c2cc1OC.